Dataset: Forward reaction prediction with 1.9M reactions from USPTO patents (1976-2016). Task: Predict the product of the given reaction. (1) Given the reactants [CH3:1][N:2]([CH3:7])[C:3](=[O:6])[CH:4]=[CH2:5].[CH:8]([CH:10]=[CH2:11])=[O:9].N(C(C)(C)C#N)=NC(C)(C)C#N, predict the reaction product. The product is: [CH3:1][N:2]([CH3:7])[C:3](=[O:6])[CH:4]=[CH2:5].[CH:8]([CH:10]=[CH2:11])=[O:9]. (2) Given the reactants O[C:2]1[C:11]2[C:6](=[CH:7][C:8]([O:12][C:13]3[CH:18]=[CH:17][CH:16]=[CH:15][C:14]=3[CH3:19])=[CH:9][CH:10]=2)[C:5]([OH:20])=[C:4]([C:21]([O:23][CH2:24][CH2:25][CH2:26][CH3:27])=[O:22])[N:3]=1.P(Br)(Br)([Br:30])=O, predict the reaction product. The product is: [Br:30][C:2]1[C:11]2[C:6](=[CH:7][C:8]([O:12][C:13]3[CH:18]=[CH:17][CH:16]=[CH:15][C:14]=3[CH3:19])=[CH:9][CH:10]=2)[C:5]([OH:20])=[C:4]([C:21]([O:23][CH2:24][CH2:25][CH2:26][CH3:27])=[O:22])[N:3]=1. (3) Given the reactants Cl[C:2]1[C:11]2[N:12]=[CH:13][N:14]([CH3:15])[C:10]=2[C:9]2[CH:8]=[C:7]([Cl:16])[CH:6]=[CH:5][C:4]=2[N:3]=1.[NH:17]1[CH2:22][CH2:21][NH:20][CH2:19][CH2:18]1, predict the reaction product. The product is: [Cl:16][C:7]1[CH:6]=[CH:5][C:4]2[N:3]=[C:2]([N:17]3[CH2:22][CH2:21][NH:20][CH2:19][CH2:18]3)[C:11]3[N:12]=[CH:13][N:14]([CH3:15])[C:10]=3[C:9]=2[CH:8]=1. (4) Given the reactants [CH3:1][C:2]([C:4]1[CH:9]=[CH:8][C:7]([Cl:10])=[CH:6][CH:5]=1)=[O:3].C1([C@@H](N)C)C=CC=CC=1.[CH:20]([C:22]([F:25])([F:24])[F:23])=[O:21].Cl, predict the reaction product. The product is: [F:23][C:22]([F:25])([F:24])[C@H:20]([OH:21])[CH2:1][C:2]([C:4]1[CH:9]=[CH:8][C:7]([Cl:10])=[CH:6][CH:5]=1)=[O:3]. (5) Given the reactants [CH2:1]([O:8][C:9]([NH:11][C@H:12]([C:18](OC)=[O:19])[CH2:13][C:14]1([CH3:17])[CH2:16][CH2:15]1)=[O:10])[C:2]1[CH:7]=[CH:6][CH:5]=[CH:4][CH:3]=1.[Li+].[Cl-].[BH4-].[Na+], predict the reaction product. The product is: [OH:19][CH2:18][CH:12]([NH:11][C:9](=[O:10])[O:8][CH2:1][C:2]1[CH:7]=[CH:6][CH:5]=[CH:4][CH:3]=1)[CH2:13][C:14]1([CH3:17])[CH2:16][CH2:15]1. (6) Given the reactants [Br:1][C:2]1[CH:3]=[N+:4]([O-])[CH:5]=[C:6]([Br:8])[CH:7]=1.[CH2:10]([N:12](CC)CC)C.C[Si](C#N)(C)C, predict the reaction product. The product is: [Br:1][C:2]1[C:3]([C:10]#[N:12])=[N:4][CH:5]=[C:6]([Br:8])[CH:7]=1. (7) Given the reactants C(OC([N:8]1[CH2:13][CH2:12][CH:11]([NH:14][C:15]2[CH:16]=[N:17][C:18]([NH2:22])=[C:19]([CH3:21])[CH:20]=2)[CH2:10][CH2:9]1)=O)(C)(C)C.[ClH:23], predict the reaction product. The product is: [ClH:23].[ClH:23].[CH3:21][C:19]1[C:18]([NH2:22])=[N:17][CH:16]=[C:15]([NH:14][CH:11]2[CH2:12][CH2:13][NH:8][CH2:9][CH2:10]2)[CH:20]=1.